Dataset: Forward reaction prediction with 1.9M reactions from USPTO patents (1976-2016). Task: Predict the product of the given reaction. (1) Given the reactants [F:1][C:2]1[CH:3]=[CH:4][CH:5]=[C:6]2[C:10]=1[NH:9][C:8](=O)[C:7]2=[O:12].[C:13]12[C:19](=[CH:20][CH:21]=[CH:22][CH:23]=1)[NH:18]C(=O)O[C:14]2=[O:15].CN(C1C=CC=CN=1)C.Cl, predict the reaction product. The product is: [F:1][C:2]1[CH:3]=[CH:4][CH:5]=[C:6]2[C:10]=1[N:9]1[C:8](=[N:18][C:19]3[C:13]([C:14]1=[O:15])=[CH:23][CH:22]=[CH:21][CH:20]=3)[C:7]2=[O:12]. (2) Given the reactants II.[C:3]([O:7][C:8]([NH:10][C@@H:11]([CH2:16]I)[C:12]([O:14][CH3:15])=[O:13])=[O:9])([CH3:6])([CH3:5])[CH3:4].Br[C:19]1[CH:24]=[CH:23][C:22]([C:25]2[N:26]=[C:27]([C:30]3[CH:35]=[CH:34][C:33]([O:36][CH2:37][CH2:38][CH2:39][CH2:40][CH2:41][CH2:42][CH3:43])=[CH:32][CH:31]=3)[S:28][CH:29]=2)=[CH:21][CH:20]=1.C(Cl)Cl, predict the reaction product. The product is: [C:3]([O:7][C:8]([NH:10][C@@H:11]([CH2:16][C:19]1[CH:20]=[CH:21][C:22]([C:25]2[N:26]=[C:27]([C:30]3[CH:31]=[CH:32][C:33]([O:36][CH2:37][CH2:38][CH2:39][CH2:40][CH2:41][CH2:42][CH3:43])=[CH:34][CH:35]=3)[S:28][CH:29]=2)=[CH:23][CH:24]=1)[C:12]([O:14][CH3:15])=[O:13])=[O:9])([CH3:6])([CH3:5])[CH3:4]. (3) Given the reactants [CH2:1]([C:4]1([CH:20]([CH3:22])[CH3:21])[O:9][C:8](=[O:10])[N:7]([C@H:11]([C:13]2[CH:18]=[CH:17][C:16]([Br:19])=[CH:15][CH:14]=2)[CH3:12])[CH2:6][CH2:5]1)[CH:2]=[CH2:3].B.C1C[O:27]CC1, predict the reaction product. The product is: [Br:19][C:16]1[CH:15]=[CH:14][C:13]([C@@H:11]([N:7]2[CH2:6][CH2:5][C:4]([CH2:1][CH2:2][CH2:3][OH:27])([CH:20]([CH3:22])[CH3:21])[O:9][C:8]2=[O:10])[CH3:12])=[CH:18][CH:17]=1.